From a dataset of Forward reaction prediction with 1.9M reactions from USPTO patents (1976-2016). Predict the product of the given reaction. (1) Given the reactants [F:1][C:2]([F:33])([F:32])[C:3]1[CH:4]=[C:5]([CH:25]=[C:26]([C:28]([F:31])([F:30])[F:29])[CH:27]=1)[CH2:6][N:7]([CH3:24])[C@@H:8]1[CH2:12][N:11]([CH2:13][C:14]2[CH:19]=[CH:18][CH:17]=[C:16]([Cl:20])[CH:15]=2)[C@H:10]([C:21]([OH:23])=O)[CH2:9]1.[F:34][C:35]1[CH:40]=[CH:39][CH:38]=[CH:37][C:36]=1[N:41]1[CH2:46][CH2:45][NH:44][CH2:43][CH2:42]1, predict the reaction product. The product is: [F:29][C:28]([F:31])([F:30])[C:26]1[CH:25]=[C:5]([CH:4]=[C:3]([C:2]([F:1])([F:32])[F:33])[CH:27]=1)[CH2:6][N:7]([CH3:24])[C@@H:8]1[CH2:12][N:11]([CH2:13][C:14]2[CH:19]=[CH:18][CH:17]=[C:16]([Cl:20])[CH:15]=2)[C@H:10]([C:21]([N:44]2[CH2:43][CH2:42][N:41]([C:36]3[CH:37]=[CH:38][CH:39]=[CH:40][C:35]=3[F:34])[CH2:46][CH2:45]2)=[O:23])[CH2:9]1. (2) Given the reactants [CH:1]1([NH:7][C:8]([NH:10][C:11]2[N:12]=[C:13]3[C:19](I)=[CH:18][N:17]([CH2:21][O:22][CH2:23][CH2:24][Si:25]([CH3:28])([CH3:27])[CH3:26])[C:14]3=[N:15][CH:16]=2)=[O:9])[CH2:6][CH2:5][CH2:4][CH2:3][CH2:2]1.[C:29](B1OC(C)(C)C(C)(C)O1)([CH3:31])=[CH2:30].C([O-])([O-])=O.[Cs+].[Cs+], predict the reaction product. The product is: [CH:1]1([NH:7][C:8]([NH:10][C:11]2[N:12]=[C:13]3[C:19]([C:29]([CH3:31])=[CH2:30])=[CH:18][N:17]([CH2:21][O:22][CH2:23][CH2:24][Si:25]([CH3:28])([CH3:27])[CH3:26])[C:14]3=[N:15][CH:16]=2)=[O:9])[CH2:6][CH2:5][CH2:4][CH2:3][CH2:2]1. (3) Given the reactants Br[C:2]1[CH:10]=[CH:9][CH:8]=[C:7]2[C:3]=1[C:4]([CH3:21])=[CH:5][N:6]2[S:11]([C:14]1[CH:20]=[CH:19][C:17]([CH3:18])=[CH:16][CH:15]=1)(=[O:13])=[O:12].[CH3:22][C:23]1([CH3:39])[C:27]([CH3:29])([CH3:28])[O:26][B:25]([B:25]2[O:26][C:27]([CH3:29])([CH3:28])[C:23]([CH3:39])([CH3:22])[O:24]2)[O:24]1.C([O-])(=O)C.[K+].C(Cl)Cl, predict the reaction product. The product is: [CH3:21][C:4]1[C:3]2[C:7](=[CH:8][CH:9]=[CH:10][C:2]=2[B:25]2[O:26][C:27]([CH3:29])([CH3:28])[C:23]([CH3:39])([CH3:22])[O:24]2)[N:6]([S:11]([C:14]2[CH:20]=[CH:19][C:17]([CH3:18])=[CH:16][CH:15]=2)(=[O:13])=[O:12])[CH:5]=1. (4) Given the reactants [NH2:1][C:2]1[CH:9]=[CH:8][CH:7]=[C:6]([Cl:10])[C:3]=1[CH:4]=[O:5].[F:11][C:12]1[CH:17]=[CH:16][C:15]([Mg]Br)=[CH:14][CH:13]=1, predict the reaction product. The product is: [NH2:1][C:2]1[CH:9]=[CH:8][CH:7]=[C:6]([Cl:10])[C:3]=1[CH:4]([C:15]1[CH:16]=[CH:17][C:12]([F:11])=[CH:13][CH:14]=1)[OH:5]. (5) Given the reactants [CH3:1][C:2]([CH3:23])([CH3:22])[CH2:3][N:4]1[C:8]2[N:9]=[C:10]([C:13]#[N:14])[N:11]=[CH:12][C:7]=2[CH:6]=[C:5]1[CH2:15][N:16]1[CH2:21][CH2:20][NH:19][CH2:18][CH2:17]1.Br[CH2:25][C:26]1[CH:31]=[CH:30][C:29]([F:32])=[CH:28][CH:27]=1.C(=O)([O-])[O-].[K+].[K+].CCCCCC, predict the reaction product. The product is: [CH3:1][C:2]([CH3:23])([CH3:22])[CH2:3][N:4]1[C:8]2[N:9]=[C:10]([C:13]#[N:14])[N:11]=[CH:12][C:7]=2[CH:6]=[C:5]1[CH2:15][N:16]1[CH2:21][CH2:20][N:19]([CH2:25][C:26]2[CH:31]=[CH:30][C:29]([F:32])=[CH:28][CH:27]=2)[CH2:18][CH2:17]1. (6) Given the reactants [Cl:1][C:2]1[CH:3]=[C:4]([CH:20]=[CH:21][CH:22]=1)[CH2:5][O:6][C:7]1[CH:16]=[C:15]2[C:10]([CH:11]=[C:12]([C:17](O)=[O:18])[CH:13]=[N:14]2)=[CH:9][CH:8]=1.C(Cl)(=O)C([Cl:26])=O, predict the reaction product. The product is: [Cl:1][C:2]1[CH:3]=[C:4]([CH:20]=[CH:21][CH:22]=1)[CH2:5][O:6][C:7]1[CH:16]=[C:15]2[C:10]([CH:11]=[C:12]([C:17]([Cl:26])=[O:18])[CH:13]=[N:14]2)=[CH:9][CH:8]=1. (7) Given the reactants [CH2:1]([O:8][C:9]1[CH:14]=[CH:13][N:12]([C:15]2[CH:16]=[CH:17][C:18]3[C:19]4[CH2:28][N:27]([C:29](=[O:32])[CH2:30][Cl:31])[CH2:26][CH2:25][C:20]=4[N:21]([CH3:24])[C:22]=3[CH:23]=2)[C:11](=[O:33])[CH:10]=1)[C:2]1[CH:7]=[CH:6][CH:5]=[CH:4][CH:3]=1.[NH:34]1[CH2:38][CH2:37][CH2:36][CH2:35]1, predict the reaction product. The product is: [ClH:31].[ClH:31].[CH2:1]([O:8][C:9]1[CH:14]=[CH:13][N:12]([C:15]2[CH:16]=[CH:17][C:18]3[C:19]4[CH2:28][N:27]([C:29](=[O:32])[CH2:30][N:34]5[CH2:38][CH2:37][CH2:36][CH2:35]5)[CH2:26][CH2:25][C:20]=4[N:21]([CH3:24])[C:22]=3[CH:23]=2)[C:11](=[O:33])[CH:10]=1)[C:2]1[CH:7]=[CH:6][CH:5]=[CH:4][CH:3]=1. (8) The product is: [Br:1][C:2]1[CH:14]=[CH:13][C:5]([O:6][C@@H:7]2[CH2:11][N:10]([CH3:19])[CH2:9][C@H:8]2[OH:12])=[C:4]([O:15][CH3:16])[CH:3]=1. Given the reactants [Br:1][C:2]1[CH:14]=[CH:13][C:5]([O:6][CH:7]2[CH2:11][NH:10][CH2:9][CH:8]2[OH:12])=[C:4]([O:15][CH3:16])[CH:3]=1.C=O.[C:19](O[BH-](OC(=O)C)OC(=O)C)(=O)C.[Na+].C(O)(=O)C, predict the reaction product. (9) The product is: [CH3:11][O:12][C:13]1[CH:18]=[CH:17][C:16]([C@@H:19]([N:21]2[C:28](=[O:37])[CH:29]=[C:30]([C:31]3[CH:36]=[CH:35][CH:34]=[CH:33][CH:32]=3)[CH:22]2[C:23]([O:25][CH2:26][CH3:27])=[O:24])[CH3:20])=[CH:15][CH:14]=1. Given the reactants [Li]N([Si](C)(C)C)[Si](C)(C)C.[CH3:11][O:12][C:13]1[CH:18]=[CH:17][C:16]([C@@H:19]([N:21]([C:28](=[O:37])[C:29]#[C:30][C:31]2[CH:36]=[CH:35][CH:34]=[CH:33][CH:32]=2)[CH2:22][C:23]([O:25][CH2:26][CH3:27])=[O:24])[CH3:20])=[CH:15][CH:14]=1.Cl, predict the reaction product.